Dataset: Catalyst prediction with 721,799 reactions and 888 catalyst types from USPTO. Task: Predict which catalyst facilitates the given reaction. (1) Reactant: [CH3:1][C:2]1[CH:7]=[C:6]([C:8]2[CH:13]=[CH:12][C:11]([NH2:14])=[CH:10][CH:9]=2)[CH:5]=[CH:4][N:3]=1.C(N(CC)CC)C.Br[CH:23]([CH3:27])[C:24](Cl)=[O:25].[Br:28][C:29]1[CH:38]=[C:37]2[C:32]([CH2:33][CH2:34][NH:35][CH2:36]2)=[CH:31][CH:30]=1. Product: [Br:28][C:29]1[CH:38]=[C:37]2[C:32]([CH2:33][CH2:34][N:35]([CH:23]([CH3:27])[C:24]([NH:14][C:11]3[CH:12]=[CH:13][C:8]([C:6]4[CH:5]=[CH:4][N:3]=[C:2]([CH3:1])[CH:7]=4)=[CH:9][CH:10]=3)=[O:25])[CH2:36]2)=[CH:31][CH:30]=1. The catalyst class is: 2. (2) Reactant: [CH2:1]([O:3][P:4]([CH2:9][C:10]1[CH:15]=[CH:14][C:13]([N:16](C(OC(C)(C)C)=O)C(OC(C)(C)C)=O)=[CH:12][N:11]=1)(=[O:8])[O:5][CH2:6][CH3:7])[CH3:2].[ClH:31]. Product: [ClH:31].[CH2:1]([O:3][P:4]([CH2:9][C:10]1[CH:15]=[CH:14][C:13]([NH2:16])=[CH:12][N:11]=1)(=[O:8])[O:5][CH2:6][CH3:7])[CH3:2]. The catalyst class is: 25. (3) Reactant: [Cl:1][C:2]1[CH:34]=[CH:33][C:5]([CH2:6][NH:7][C:8](=[O:32])[CH2:9][C@@H:10]2CC=C[CH2:18][CH2:17][C:16](=[O:22])[O:15][C@H:14]([C:23]3[CH:28]=[CH:27][CH:26]=[CH:25][CH:24]=3)[C@H:13]([CH3:29])[N:12]([CH3:30])[C:11]2=[O:31])=[CH:4][CH:3]=1.C[N+]1([O-])CC[O:39]CC1.S([O-])([O-])=O.[Na+].[Na+].C[C:50]([OH:53])([CH3:52])[CH3:51].C1COCC1.O. Product: [Cl:1][C:2]1[CH:34]=[CH:33][C:5]([CH2:6][NH:7][C:8](=[O:32])[CH2:9][C@@H:10]2[CH2:52][C@H:50]([OH:53])[C@@H:51]([OH:39])[CH2:18][CH2:17][C:16](=[O:22])[O:15][C@H:14]([C:23]3[CH:28]=[CH:27][CH:26]=[CH:25][CH:24]=3)[C@H:13]([CH3:29])[N:12]([CH3:30])[C:11]2=[O:31])=[CH:4][CH:3]=1. The catalyst class is: 771. (4) Reactant: [Cl:1][C:2]1[N:3]=[C:4]([C:7]([OH:9])=O)[NH:5][N:6]=1.CN(C(ON1N=NC2C=CC=NC1=2)=[N+](C)C)C.F[P-](F)(F)(F)(F)F.C([O:36][C:37](=[O:64])[C@H:38]([CH2:62][OH:63])[CH2:39][C@H:40]([NH:54]C(OC(C)(C)C)=O)[CH2:41][C:42]1[CH:47]=[CH:46][C:45]([C:48]2[CH:53]=[CH:52][CH:51]=[CH:50][CH:49]=2)=[CH:44][CH:43]=1)C.Cl.O1CCOCC1. Product: [C:45]1([C:48]2[CH:49]=[CH:50][CH:51]=[CH:52][CH:53]=2)[CH:44]=[CH:43][C:42]([CH2:41][C@@H:40]([NH:54][C:7]([C:4]2[NH:5][N:6]=[C:2]([Cl:1])[N:3]=2)=[O:9])[CH2:39][C@@H:38]([CH2:62][OH:63])[C:37]([OH:64])=[O:36])=[CH:47][CH:46]=1. The catalyst class is: 726. (5) The catalyst class is: 3. Reactant: [NH:1]1[CH:9]=[C:7]([CH3:8])[C:5](=[O:6])[NH:4][C:2]1=[O:3].C([O-])([O-])=O.[K+].[K+].[Br:16][C:17]1[CH:24]=[CH:23][C:20]([CH2:21]Br)=[CH:19][CH:18]=1. Product: [CH3:8][C:7]1[C:5](=[O:6])[NH:4][C:2](=[O:3])[N:1]([CH2:21][C:20]2[CH:23]=[CH:24][C:17]([Br:16])=[CH:18][CH:19]=2)[CH:9]=1. (6) Reactant: [CH2:1]([N:8]1[C:13](=[O:14])[C:12]2[CH:15]=[C:16]([Br:18])[S:17][C:11]=2[N:10]=[C:9]1[CH:19](Br)[CH2:20][CH3:21])[C:2]1[CH:7]=[CH:6][CH:5]=[CH:4][CH:3]=1.[CH3:23][N:24]([CH3:28])[CH2:25][CH2:26][NH2:27]. Product: [CH2:1]([N:8]1[C:13](=[O:14])[C:12]2[CH:15]=[C:16]([Br:18])[S:17][C:11]=2[N:10]=[C:9]1[CH:19]([NH:27][CH2:26][CH2:25][N:24]([CH3:28])[CH3:23])[CH2:20][CH3:21])[C:2]1[CH:7]=[CH:6][CH:5]=[CH:4][CH:3]=1. The catalyst class is: 8.